Predict the reactants needed to synthesize the given product. From a dataset of Full USPTO retrosynthesis dataset with 1.9M reactions from patents (1976-2016). (1) Given the product [CH2:14]([O:13][C:11]([C:10]1[CH:9]=[N:8][N:7]([CH3:16])[C:6]=1[C:4]([OH:5])=[O:3])=[O:12])[CH3:15], predict the reactants needed to synthesize it. The reactants are: C([O:3][C:4]([C:6]1[N:7]([CH3:16])[N:8]=[CH:9][C:10]=1[C:11]([O:13][CH2:14][CH3:15])=[O:12])=[O:5])C.[OH-].[Na+].Cl. (2) Given the product [Cl:19][C:16]1[CH:15]=[CH:14][C:13]([S:12][C:31]2[C:30]3[C:25]([S:22]([CH3:21])(=[O:23])=[O:24])=[CH:26][CH:27]=[N:28][C:29]=3[N:37]3[C:32]=2[CH:33]([CH2:38][C:39]([O:41][CH2:42][CH3:43])=[O:40])[CH2:34][CH2:35][CH2:36]3)=[CH:18][CH:17]=1, predict the reactants needed to synthesize it. The reactants are: ClCCCl.[CH:14]1[C:13]([S:12][S:12][C:13]2[CH:18]=[CH:17][C:16]([Cl:19])=[CH:15][CH:14]=2)=[CH:18][CH:17]=[C:16]([Cl:19])[CH:15]=1.[CH3:21][S:22]([C:25]1[C:30]2[CH:31]=[C:32]3[N:37]([C:29]=2[N:28]=[CH:27][CH:26]=1)[CH2:36][CH2:35][CH2:34][CH:33]3[CH2:38][C:39]([O:41][CH2:42][CH3:43])=[O:40])(=[O:24])=[O:23].C([O-])(O)=O.[Na+]. (3) Given the product [Br:15][C:16]1[CH:21]=[CH:20][C:19]([O:1][CH:2]2[CH2:3][CH2:4][N:5]([C:8]([O:10][C:11]([CH3:14])([CH3:13])[CH3:12])=[O:9])[CH2:6][CH2:7]2)=[CH:18][CH:17]=1, predict the reactants needed to synthesize it. The reactants are: [OH:1][CH:2]1[CH2:7][CH2:6][N:5]([C:8]([O:10][C:11]([CH3:14])([CH3:13])[CH3:12])=[O:9])[CH2:4][CH2:3]1.[Br:15][C:16]1[CH:21]=[CH:20][C:19](F)=[CH:18][CH:17]=1.[H-].[Na+].